Dataset: Full USPTO retrosynthesis dataset with 1.9M reactions from patents (1976-2016). Task: Predict the reactants needed to synthesize the given product. (1) The reactants are: [CH:1]1([NH:4][C:5]([NH:7][C:8]2[CH:13]=[CH:12][C:11]([O:14][C:15]3[CH:20]=[CH:19][N:18]=[C:17]4[CH:21]=[C:22]([C:24]5[CH:29]=[CH:28][C:27]([CH2:30][NH:31][CH2:32][CH2:33][O:34][CH3:35])=[CH:26][CH:25]=5)[S:23][C:16]=34)=[C:10]([F:36])[CH:9]=2)=[O:6])[CH2:3][CH2:2]1.[CH3:37][O:38][CH2:39][CH2:40][O:41][CH2:42][C:43](Cl)=[O:44]. Given the product [CH:1]1([NH:4][C:5](=[O:6])[NH:7][C:8]2[CH:13]=[CH:12][C:11]([O:14][C:15]3[CH:20]=[CH:19][N:18]=[C:17]4[CH:21]=[C:22]([C:24]5[CH:29]=[CH:28][C:27]([CH2:30][N:31]([CH2:32][CH2:33][O:34][CH3:35])[C:43](=[O:44])[CH2:42][O:41][CH2:40][CH2:39][O:38][CH3:37])=[CH:26][CH:25]=5)[S:23][C:16]=34)=[C:10]([F:36])[CH:9]=2)[CH2:2][CH2:3]1, predict the reactants needed to synthesize it. (2) The reactants are: [N:1]1[CH:6]=[CH:5][C:4]([C@H:7](O)[CH3:8])=[CH:3][CH:2]=1.[Li]CCCC.C1(C)C(S(Cl)(=O)=O)=CC=CC=1.[N-:26]=[N+:27]=[N-:28].[Na+]. Given the product [N:26]([C@H:7]([C:4]1[CH:5]=[CH:6][N:1]=[CH:2][CH:3]=1)[CH3:8])=[N+:27]=[N-:28], predict the reactants needed to synthesize it. (3) Given the product [CH3:2][N:3]([CH2:5][C:6]([NH:14][C:15]1[CH:23]=[CH:22][C:18]([C:19]([OH:21])=[O:20])=[CH:17][CH:16]=1)=[O:7])[CH3:4], predict the reactants needed to synthesize it. The reactants are: Cl.[CH3:2][N:3]([CH2:5][C:6](Cl)=[O:7])[CH3:4].C(=O)(O)[O-].[Na+].[NH2:14][C:15]1[CH:23]=[CH:22][C:18]([C:19]([OH:21])=[O:20])=[CH:17][CH:16]=1.